From a dataset of Full USPTO retrosynthesis dataset with 1.9M reactions from patents (1976-2016). Predict the reactants needed to synthesize the given product. (1) Given the product [CH2:1]([C:3]1[S:4][C:5]([CH2:8][OH:9])=[CH:6][N:7]=1)[CH3:2], predict the reactants needed to synthesize it. The reactants are: [CH2:1]([C:3]1[S:4][C:5]([C:8](OCC)=[O:9])=[CH:6][N:7]=1)[CH3:2].[H-].[H-].[H-].[H-].[Li+].[Al+3]. (2) Given the product [P:8]([O:23][Na:24])([C:9]([C:10]([F:13])([F:12])[F:11])([F:15])[F:14])[C:2]([C:3]([F:6])([F:5])[F:4])([F:7])[F:1], predict the reactants needed to synthesize it. The reactants are: [F:1][C:2]([P:8](C(F)(F)C(F)(F)F)[C:9]([F:15])([F:14])[C:10]([F:13])([F:12])[F:11])([F:7])[C:3]([F:6])([F:5])[F:4].[OH-:23].[Na+:24]. (3) Given the product [CH3:12][N:13]([CH3:16])[C:2]1[S:3][C:4]([CH:18]=[O:17])=[CH:5][N:6]=1, predict the reactants needed to synthesize it. The reactants are: Cl[C:2]1[S:3][CH:4]=[CH:5][N:6]=1.C([Li])CCC.[CH3:12][N:13]([CH3:16])C=O.[O:17]1CCC[CH2:18]1.